From a dataset of Reaction yield outcomes from USPTO patents with 853,638 reactions. Predict the reaction yield, written as a fraction of the theoretical maximum amount of product (1.0 means a 100% yield; for example, 0.34 means a 34% yield). (1) The reactants are [CH3:1][C@H:2]1[CH2:7][NH:6][CH2:5][C@@H:4]([NH:8]C(=O)OC(C)(C)C)[CH2:3]1.FC(F)(F)S(O[C:22]1[C:31]2[C:26](=[CH:27][CH:28]=[C:29]([C:32]3[CH:37]=[CH:36][CH:35]=[C:34]([C:38]4[S:39][CH:40]=[CH:41][N:42]=4)[N:33]=3)[CH:30]=2)[N:25]=[CH:24][CH:23]=1)(=O)=O.CCN(C(C)C)C(C)C. The catalyst is CC(O)C. The product is [CH3:1][C@H:2]1[CH2:7][N:6]([C:22]2[C:31]3[C:26](=[CH:27][CH:28]=[C:29]([C:32]4[CH:37]=[CH:36][CH:35]=[C:34]([C:38]5[S:39][CH:40]=[CH:41][N:42]=5)[N:33]=4)[CH:30]=3)[N:25]=[CH:24][CH:23]=2)[CH2:5][C@@H:4]([NH2:8])[CH2:3]1. The yield is 0.510. (2) The reactants are [NH2:1][C:2]1[C:7]([C:8]([NH:10][C:11]2[CH:16]=[CH:15][C:14]([O:17]C)=[C:13]([F:19])[CH:12]=2)=[O:9])=[C:6](Cl)[N:5]=[CH:4][N:3]=1.B(Br)(Br)[Br:22]. The catalyst is ClCCl. The product is [NH2:1][C:2]1[C:7]([C:8]([NH:10][C:11]2[CH:16]=[CH:15][C:14]([OH:17])=[C:13]([F:19])[CH:12]=2)=[O:9])=[C:6]([Br:22])[N:5]=[CH:4][N:3]=1. The yield is 0.380. (3) The reactants are C(OC([N:8]1[CH2:16][C@@H:15]2[C@H:10]([O:11][CH2:12][C:13]3[N:14]2[N:17]=[N:18][C:19]=3[C:20]2[CH:25]=[CH:24][CH:23]=[CH:22][C:21]=2[F:26])[CH2:9]1)=O)(C)(C)C.Cl.C1(N)C(F)=C(F)C(F)=C(N)C=1F.Cl.Cl. The catalyst is O1CCOCC1. The product is [F:26][C:21]1[CH:22]=[CH:23][CH:24]=[CH:25][C:20]=1[C:19]1[N:18]=[N:17][N:14]2[C:13]=1[CH2:12][O:11][C@@H:10]1[CH2:9][NH:8][CH2:16][C@@H:15]21. The yield is 0.950. (4) The reactants are [OH:1][C:2]1[CH:10]=[C:9]2[C:5]([C:6]([CH2:20][N:21]([CH3:29])[C:22](=[O:28])[O:23][C:24]([CH3:27])([CH3:26])[CH3:25])=[CH:7][N:8]2[S:11]([C:14]2[CH:15]=[N:16][CH:17]=[CH:18][CH:19]=2)(=[O:13])=[O:12])=[CH:4][CH:3]=1.C(=O)([O-])[O-].[Cs+].[Cs+].[Cl:36][C:37]1[CH:42]=[CH:41][C:40]([N+:43]([O-:45])=[O:44])=[C:39](F)[CH:38]=1.O. The catalyst is CN(C)C=O. The product is [Cl:36][C:37]1[CH:38]=[CH:39][C:40]([N+:43]([O-:45])=[O:44])=[C:41]([CH:42]=1)[O:1][C:2]1[CH:10]=[C:9]2[C:5]([C:6]([CH2:20][N:21]([CH3:29])[C:22](=[O:28])[O:23][C:24]([CH3:25])([CH3:26])[CH3:27])=[CH:7][N:8]2[S:11]([C:14]2[CH:15]=[N:16][CH:17]=[CH:18][CH:19]=2)(=[O:12])=[O:13])=[CH:4][CH:3]=1. The yield is 0.658. (5) The reactants are [Cl:1][C:2]1[CH:3]=[CH:4][C:5]([C:12]#[CH:13])=[C:6]([CH:11]=1)[C:7]([O:9][CH3:10])=[O:8]. The catalyst is C(OCC)(=O)C.[Pd]. The product is [Cl:1][C:2]1[CH:3]=[CH:4][C:5]([CH2:12][CH3:13])=[C:6]([CH:11]=1)[C:7]([O:9][CH3:10])=[O:8]. The yield is 0.939.